From a dataset of Reaction yield outcomes from USPTO patents with 853,638 reactions. Predict the reaction yield, written as a fraction of the theoretical maximum amount of product (1.0 means a 100% yield; for example, 0.34 means a 34% yield). (1) The reactants are [Br:1][C:2]1[CH:9]=[C:8](F)[CH:7]=[CH:6][C:3]=1[CH:4]=[O:5].C(=O)([O-])[O-].[K+].[K+].[NH:17]1[CH2:22][CH2:21][CH2:20][CH2:19][CH2:18]1. The catalyst is C(OCC)(=O)C.CCCCCC. The product is [Br:1][C:2]1[CH:9]=[C:8]([N:17]2[CH2:22][CH2:21][CH2:20][CH2:19][CH2:18]2)[CH:7]=[CH:6][C:3]=1[CH:4]=[O:5]. The yield is 0.900. (2) The reactants are [C:1]1([S:7]([CH:10]([NH2:29])[C:11]2O[C:15]([C:17]([OH:19])=[O:18])=[C:14]([O:20][CH2:21][C:22]3[CH:27]=[CH:26][CH:25]=[CH:24][CH:23]=3)[C:13](=[O:28])[CH:12]=2)(=[O:9])=[O:8])[CH:6]=[CH:5][CH:4]=[CH:3][CH:2]=1.[CH3:30][NH2:31]. The catalyst is CO. The product is [C:1]1([S:7]([CH:10]([NH2:29])[C:11]2[N:31]([CH3:30])[C:15]([C:17]([OH:19])=[O:18])=[C:14]([O:20][CH2:21][C:22]3[CH:27]=[CH:26][CH:25]=[CH:24][CH:23]=3)[C:13](=[O:28])[CH:12]=2)(=[O:9])=[O:8])[CH:6]=[CH:5][CH:4]=[CH:3][CH:2]=1. The yield is 0.651.